Dataset: Catalyst prediction with 721,799 reactions and 888 catalyst types from USPTO. Task: Predict which catalyst facilitates the given reaction. (1) Reactant: [CH3:1][C:2]1[CH:7]=[CH:6][C:5]([N+:8]([O-:10])=[O:9])=[CH:4][C:3]=1[NH2:11].[N:12]([O-])=O.[Na+]. Product: [N+:8]([C:5]1[CH:4]=[C:3]2[C:2]([CH:1]=[N:12][NH:11]2)=[CH:7][CH:6]=1)([O-:10])=[O:9]. The catalyst class is: 33. (2) Reactant: [NH2:1][C:2]12[CH2:11][CH:6]3[CH2:7][CH:8]([CH2:10][C:4]([NH:12][C:13](=[O:22])[C:14]4[CH:19]=[CH:18][C:17]([O:20][CH3:21])=[CH:16][CH:15]=4)([CH2:5]3)[CH2:3]1)[CH2:9]2.[Cl:23][CH2:24][C:25]([N:27]1[CH2:31][C:30]([F:33])([F:32])[CH2:29][C@H:28]1[C:34]#[N:35])=[O:26].CCN(C(C)C)C(C)C. Product: [OH2:20].[ClH:23].[ClH:23].[C:34]([C@@H:28]1[CH2:29][C:30]([F:32])([F:33])[CH2:31][N:27]1[C:25](=[O:26])[CH2:24][NH:1][C:2]12[CH2:11][CH:6]3[CH2:7][CH:8]([CH2:10][C:4]([NH:12][C:13](=[O:22])[C:14]4[CH:19]=[CH:18][C:17]([O:20][CH3:21])=[CH:16][CH:15]=4)([CH2:5]3)[CH2:3]1)[CH2:9]2)#[N:35]. The catalyst class is: 10. (3) Reactant: Cl[C:2]1[C:11]2=[N:12][N:13](CC3C=CC(OC)=CC=3)[CH:14]=[C:10]2[C:9]2[C:8]([O:24][CH3:25])=[CH:7][CH:6]=[CH:5][C:4]=2[N:3]=1.[CH3:26][N:27]([CH2:29][C:30]1[CH:36]=[CH:35][C:33]([NH2:34])=[CH:32][CH:31]=1)[CH3:28].Cl. Product: [CH3:28][N:27]([CH2:29][C:30]1[CH:31]=[CH:32][C:33]([NH:34][C:2]2[C:11]3[NH:12][N:13]=[CH:14][C:10]=3[C:9]3[C:8]([O:24][CH3:25])=[CH:7][CH:6]=[CH:5][C:4]=3[N:3]=2)=[CH:35][CH:36]=1)[CH3:26]. The catalyst class is: 71. (4) Reactant: [C:1]1([C:7]2[N:8]=[C:9]([C:12]#[C:13][CH2:14][CH2:15][C:16]3[CH:17]=[C:18]([CH:21]=[CH:22][CH:23]=3)[C:19]#[N:20])[S:10][CH:11]=2)[CH:6]=[CH:5][CH:4]=[CH:3][CH:2]=1. Product: [C:1]1([C:7]2[N:8]=[C:9]([CH2:12][CH2:13][CH2:14][CH2:15][C:16]3[CH:17]=[C:18]([CH:21]=[CH:22][CH:23]=3)[C:19]#[N:20])[S:10][CH:11]=2)[CH:6]=[CH:5][CH:4]=[CH:3][CH:2]=1. The catalyst class is: 63. (5) The catalyst class is: 41. Product: [F:1][C:2]([F:22])([F:23])[C:3]1[CH:17]=[C:16]([C:18]([F:20])([F:21])[F:19])[CH:15]=[CH:14][C:4]=1[CH2:5][N:6]1[CH2:7][CH2:8][CH:9](/[CH:12]=[C:36]2/[C:32]([NH:31][C@@H:26]3[CH2:27][CH2:28][CH2:29][CH2:30][C@@H:25]3[OH:24])=[N:33][C:34](=[O:37])[S:35]/2)[CH2:10][CH2:11]1. Reactant: [F:1][C:2]([F:23])([F:22])[C:3]1[CH:17]=[C:16]([C:18]([F:21])([F:20])[F:19])[CH:15]=[CH:14][C:4]=1[CH2:5][N:6]1[CH2:11][CH2:10][CH:9]([CH:12]=O)[CH2:8][CH2:7]1.[OH:24][C@H:25]1[CH2:30][CH2:29][CH2:28][CH2:27][C@H:26]1[NH:31][C:32]1[CH2:36][S:35][C:34](=[O:37])[N:33]=1.C([O-])(=O)C.[NH2+]1CCCCC1.